From a dataset of Full USPTO retrosynthesis dataset with 1.9M reactions from patents (1976-2016). Predict the reactants needed to synthesize the given product. (1) The reactants are: C([O:8][C:9]1[CH:14]=[CH:13][C:12]([CH:15]2[CH2:20][CH:19](Br)[CH:18]([CH2:22][CH2:23][CH3:24])[CH2:17][O:16]2)=[CH:11][C:10]=1[F:25])C1C=CC=CC=1.C(N(CC)CC)C. Given the product [F:25][C:10]1[CH:11]=[C:12]([CH:15]2[CH2:20][CH2:19][CH:18]([CH2:22][CH2:23][CH3:24])[CH2:17][O:16]2)[CH:13]=[CH:14][C:9]=1[OH:8], predict the reactants needed to synthesize it. (2) The reactants are: [Cl:1][C:2]1[CH:7]=[CH:6][C:5]([CH2:8][C:9]#[N:10])=[CH:4][CH:3]=1.C[Si](C)(C)N[Si](C)(C)C.[K].C1(C)C=CC=CC=1.Br[CH2:29][CH2:30][O:31][CH2:32][CH2:33]Br.[Cl-].[NH4+]. Given the product [Cl:1][C:2]1[CH:7]=[CH:6][C:5]([C:8]2([C:9]#[N:10])[CH2:33][CH2:32][O:31][CH2:30][CH2:29]2)=[CH:4][CH:3]=1, predict the reactants needed to synthesize it. (3) Given the product [O:25]([C:22]1[CH:21]=[CH:20][C:19]([NH:18][C:16]2[N:15]=[CH:14][N:13]=[C:12]([NH:11][C:7]3[CH:6]=[C:5]([CH:10]=[CH:9][CH:8]=3)[CH:4]=[O:32])[CH:17]=2)=[CH:24][CH:23]=1)[C:26]1[CH:27]=[CH:28][CH:29]=[CH:30][CH:31]=1, predict the reactants needed to synthesize it. The reactants are: CON(C)[C:4](=[O:32])[C:5]1[CH:10]=[CH:9][CH:8]=[C:7]([NH:11][C:12]2[CH:17]=[C:16]([NH:18][C:19]3[CH:24]=[CH:23][C:22]([O:25][C:26]4[CH:31]=[CH:30][CH:29]=[CH:28][CH:27]=4)=[CH:21][CH:20]=3)[N:15]=[CH:14][N:13]=2)[CH:6]=1.[H-].[H-].[H-].[H-].[Li+].[Al+3]. (4) Given the product [CH2:3]([O:5][C:6]([C:8]1[S:9][CH:10]=[C:11]([CH2:13][N:14]2[CH:18]=[C:17]([NH2:19])[CH:16]=[N:15]2)[N:12]=1)=[O:7])[CH3:4], predict the reactants needed to synthesize it. The reactants are: N#N.[CH2:3]([O:5][C:6]([C:8]1[S:9][CH:10]=[C:11]([CH2:13][N:14]2[CH:18]=[C:17]([N+:19]([O-])=O)[CH:16]=[N:15]2)[N:12]=1)=[O:7])[CH3:4].[NH4+].[Cl-]. (5) Given the product [N:11]1[CH:12]=[CH:13][CH:14]=[CH:15][C:10]=1[O:2][C:1]1[CH:3]=[C:4]([OH:5])[CH:6]=[CH:7][CH:8]=1, predict the reactants needed to synthesize it. The reactants are: [C:1]1([CH:8]=[CH:7][CH:6]=[C:4]([OH:5])[CH:3]=1)[OH:2].Br[C:10]1[CH:15]=[CH:14][CH:13]=[CH:12][N:11]=1.CN1C=CN=C1.C(=O)([O-])[O-].[K+].[K+]. (6) Given the product [CH3:24][O:25]/[N:26]=[C:27]1/[C@@H:28]([NH:33][C:20]([C:10]2[CH:9]=[C:8]([C:5]3[CH:4]=[CH:3][C:2]([Cl:1])=[CH:7][CH:6]=3)[C:13]([O:14][CH2:15][C:16]([F:19])([F:18])[F:17])=[CH:12][N:11]=2)=[O:21])[CH2:29][CH2:30][CH2:31][CH2:32]/1, predict the reactants needed to synthesize it. The reactants are: [Cl:1][C:2]1[CH:7]=[CH:6][C:5]([C:8]2[C:13]([O:14][CH2:15][C:16]([F:19])([F:18])[F:17])=[CH:12][N:11]=[C:10]([C:20](O)=[O:21])[CH:9]=2)=[CH:4][CH:3]=1.Cl.[CH3:24][O:25]/[N:26]=[C:27]1/[C@@H:28]([NH2:33])[CH2:29][CH2:30][CH2:31][CH2:32]/1.CN(C(ON1N=NC2C=CC=CC1=2)=[N+](C)C)C.[B-](F)(F)(F)F.C(N(CC)C(C)C)(C)C. (7) Given the product [C:10]([NH:9][C:5]1[CH:4]=[C:3]([CH:8]=[CH:7][CH:6]=1)[CH2:2][NH:1][C:22]([C:17]1[C:16]2[CH:15]=[CH:14][NH:13][C:21]=2[CH:20]=[CH:19][CH:18]=1)=[O:23])(=[O:12])[CH3:11], predict the reactants needed to synthesize it. The reactants are: [NH2:1][CH2:2][C:3]1[CH:4]=[C:5]([NH:9][C:10](=[O:12])[CH3:11])[CH:6]=[CH:7][CH:8]=1.[NH:13]1[C:21]2[CH:20]=[CH:19][CH:18]=[C:17]([C:22](O)=[O:23])[C:16]=2[CH:15]=[CH:14]1.COC1C=C(C=CC=1)CNC(C1C2C=CNC=2C=CC=1)=O. (8) The reactants are: [CH:1]1[N:5]=[CH:4][N:3]([C:6]([N:8]2[CH:12]=N[CH:10]=[CH:9]2)=[O:7])[CH:2]=1.[CH2:13]([CH:20]1CCNC[CH2:21]1)[C:14]1[CH:19]=[CH:18][CH:17]=[CH:16][CH:15]=1. Given the product [CH2:13]([CH:20]1[CH2:10][CH2:9][N:8]([C:6]([N:3]2[CH:2]=[CH:1][N:5]=[CH:4]2)=[O:7])[CH2:12][CH2:21]1)[C:14]1[CH:19]=[CH:18][CH:17]=[CH:16][CH:15]=1, predict the reactants needed to synthesize it.